This data is from Forward reaction prediction with 1.9M reactions from USPTO patents (1976-2016). The task is: Predict the product of the given reaction. (1) The product is: [O:5]=[C:4]([CH:6]1[C:11]([CH3:12])([CH3:13])[CH2:10][CH:9]=[CH:8][CH:7]1[CH3:14])[CH2:3][CH:2]([S:15][CH2:16][CH2:17][CH2:18][C:19]([OH:21])=[O:20])[CH3:1]. Given the reactants [CH3:1]/[CH:2]=[CH:3]/[C:4]([CH:6]1[C:11]([CH3:13])([CH3:12])[CH2:10][CH:9]=[CH:8][CH:7]1[CH3:14])=[O:5].[SH:15][CH2:16][CH2:17][CH2:18][C:19]([OH:21])=[O:20].S1CCCC1=O, predict the reaction product. (2) Given the reactants [OH:1][C:2]1[CH:7]=[CH:6][C:5]([C:8]2[N:12]([CH2:13][C:14]3[CH:19]=[CH:18][C:17]([C:20]([N:22]4[CH2:26][CH2:25][CH2:24][CH2:23]4)=[O:21])=[CH:16][CH:15]=3)[N:11]=[CH:10][CH:9]=2)=[CH:4][CH:3]=1.Br[CH2:28][CH:29]1[CH2:31][O:30]1.C([O-])([O-])=O.[K+].[K+], predict the reaction product. The product is: [O:30]1[CH2:31][CH:29]1[CH2:28][O:1][C:2]1[CH:7]=[CH:6][C:5]([C:8]2[N:12]([CH2:13][C:14]3[CH:19]=[CH:18][C:17]([C:20]([N:22]4[CH2:26][CH2:25][CH2:24][CH2:23]4)=[O:21])=[CH:16][CH:15]=3)[N:11]=[CH:10][CH:9]=2)=[CH:4][CH:3]=1.